This data is from Catalyst prediction with 721,799 reactions and 888 catalyst types from USPTO. The task is: Predict which catalyst facilitates the given reaction. (1) Reactant: [C:1]([O:5][C:6](=[O:15])[CH:7]([O:11][C:12](=[O:14])[CH3:13])[C:8]([CH3:10])=[O:9])([CH3:4])([CH3:3])[CH3:2].[H-].[Na+].[CH2:18](Br)/[CH:19]=[C:20](\[CH2:22][CH2:23][CH:24]=[C:25]([CH3:27])[CH3:26])/[CH3:21]. Product: [C:1]([O:5][C:6](=[O:15])[C:7]([O:11][C:12](=[O:14])[CH3:13])([C:8](=[O:9])[CH3:10])[CH2:18]/[CH:19]=[C:20](/[CH3:21])\[CH2:22][CH2:23][CH:24]=[C:25]([CH3:27])[CH3:26])([CH3:2])([CH3:3])[CH3:4]. The catalyst class is: 3. (2) Reactant: [Cl:1][CH2:2][CH2:3][CH2:4][S:5]([O:8][CH2:9][C:10]([CH3:25])([CH3:24])[CH:11]([O:14][CH2:15][C:16]1[CH:21]=[CH:20][C:19]([O:22][CH3:23])=[CH:18][CH:17]=1)[CH:12]=C)(=[O:7])=[O:6].O=O.[O:28]=[O+][O-].CSC. Product: [Cl:1][CH2:2][CH2:3][CH2:4][S:5]([O:8][CH2:9][C:10]([CH3:24])([CH3:25])[CH:11]([O:14][CH2:15][C:16]1[CH:17]=[CH:18][C:19]([O:22][CH3:23])=[CH:20][CH:21]=1)[CH:12]=[O:28])(=[O:6])=[O:7]. The catalyst class is: 4. (3) Reactant: [CH3:1][C:2]1[CH:3]=[CH:4][C:5]([S:8]([NH2:11])(=[O:10])=[O:9])=[CH:6][CH:7]=1.[C:12]1(=[O:18])[O:17][C:15](=[O:16])[CH2:14][CH2:13]1.C(N(C(C)C)CC)(C)C. Product: [C:15]([CH2:14][CH2:13][C:12]([C:3]1[CH:4]=[C:5]([S:8]([NH2:11])(=[O:10])=[O:9])[CH:6]=[CH:7][C:2]=1[CH3:1])=[O:18])([OH:17])=[O:16]. The catalyst class is: 594.